This data is from Catalyst prediction with 721,799 reactions and 888 catalyst types from USPTO. The task is: Predict which catalyst facilitates the given reaction. (1) Reactant: [F:1][C:2]([F:43])([F:42])[C:3]1[CH:4]=[C:5]([CH:39]=[CH:40][CH:41]=1)[CH2:6][NH:7][C:8](=[O:38])[C:9]1[CH:14]=[CH:13][N:12]=[C:11]([C:15]2[CH:20]=[C:19]([N:21]3[CH2:26][CH2:25][CH2:24][CH2:23][CH2:22]3)[CH:18]=[CH:17][C:16]=2[NH:27][C:28](=[O:37])[C:29]2[CH:34]=[CH:33][CH:32]=[C:31]([CH2:35]Br)[CH:30]=2)[CH:10]=1.[CH3:44][O:45][CH2:46][CH2:47][NH:48][C:49](=[O:54])[CH2:50][CH2:51][NH:52][CH3:53].C(=O)([O-])[O-].[K+].[K+].[I-].[K+]. Product: [CH3:44][O:45][CH2:46][CH2:47][NH:48][C:49](=[O:54])[CH2:50][CH2:51][N:52]([CH2:35][C:31]1[CH:30]=[C:29]([CH:34]=[CH:33][CH:32]=1)[C:28]([NH:27][C:16]1[CH:17]=[CH:18][C:19]([N:21]2[CH2:26][CH2:25][CH2:24][CH2:23][CH2:22]2)=[CH:20][C:15]=1[C:11]1[CH:10]=[C:9]([CH:14]=[CH:13][N:12]=1)[C:8]([NH:7][CH2:6][C:5]1[CH:39]=[CH:40][CH:41]=[C:3]([C:2]([F:43])([F:42])[F:1])[CH:4]=1)=[O:38])=[O:37])[CH3:53]. The catalyst class is: 42. (2) Reactant: C(OC[C:10]1(C)[C:15]2([CH2:17][CH2:16]2)[S:14](=[O:19])(=[O:18])[N:13]=[C:12]([NH:20][CH:21]2[CH2:26][CH2:25][CH2:24][CH2:23][CH2:22]2)[O:11]1)C1C=CC=CC=1. Product: [CH:21]1([NH:20][C:12]2[O:11][CH:10]([C:21]3[CH:26]=[CH:25][CH:24]=[CH:23][CH:22]=3)[C:15]3([CH2:17][CH2:16]3)[S:14](=[O:19])(=[O:18])[N:13]=2)[CH2:26][CH2:25][CH2:24][CH2:23][CH2:22]1. The catalyst class is: 29. (3) Reactant: [CH2:1]([O:3][C:4](=[O:9])[C:5]([CH2:7]Cl)=[CH2:6])[CH3:2].[CH2:10]([O:12][P:13]([CH2:18][CH:19]([CH2:29][OH:30])[CH2:20][P:21](=[O:28])([O:25][CH2:26][CH3:27])[O:22][CH2:23][CH3:24])(=[O:17])[O:14][CH2:15][CH3:16])[CH3:11].C(N(CC)CC)C. Product: [CH2:23]([O:22][P:21]([CH2:20][CH:19]([CH2:29][O:30][CH2:7][C:5]([C:4]([O:3][CH2:1][CH3:2])=[O:9])=[CH2:6])[CH2:18][P:13](=[O:17])([O:14][CH2:15][CH3:16])[O:12][CH2:10][CH3:11])(=[O:28])[O:25][CH2:26][CH3:27])[CH3:24]. The catalyst class is: 1. (4) Reactant: C[O:2][C:3]1[CH:8]=[CH:7][C:6]([N:9]2[C:17]3[C:12](=[CH:13][CH:14]=[CH:15][CH:16]=3)[C:11]([S:18]([CH3:21])(=[O:20])=[O:19])=[C:10]2[C:22]2[C:23]([CH3:28])=[N:24][O:25][C:26]=2[CH3:27])=[CH:5][CH:4]=1.B(Br)(Br)Br.O.CCOC(C)=O. Product: [CH3:28][C:23]1[C:22]([C:10]2[N:9]([C:6]3[CH:5]=[CH:4][C:3]([OH:2])=[CH:8][CH:7]=3)[C:17]3[C:12]([C:11]=2[S:18]([CH3:21])(=[O:20])=[O:19])=[CH:13][CH:14]=[CH:15][CH:16]=3)=[C:26]([CH3:27])[O:25][N:24]=1. The catalyst class is: 2. (5) Reactant: [CH3:1][C:2]1[O:6][CH:5]=[C:4]([CH:7]=O)[C:3]=1[SH:9].[C:10]1(P([C:10]2[CH:15]=[CH:14][CH:13]=[CH:12][CH:11]=2)[C:10]2[CH:15]=[CH:14][CH:13]=[CH:12][CH:11]=2)[CH:15]=[CH:14][CH:13]=[CH:12][CH:11]=1.C([Li])CCC. Product: [CH:7](/[C:4]1[C:3]([SH:9])=[C:2]([CH3:1])[O:6][CH:5]=1)=[CH:14]\[CH:15]=[CH:10]/[CH:11]=[CH:12]\[CH3:13]. The catalyst class is: 11.